Dataset: NCI-60 drug combinations with 297,098 pairs across 59 cell lines. Task: Regression. Given two drug SMILES strings and cell line genomic features, predict the synergy score measuring deviation from expected non-interaction effect. Drug 1: CC1CCC2CC(C(=CC=CC=CC(CC(C(=O)C(C(C(=CC(C(=O)CC(OC(=O)C3CCCCN3C(=O)C(=O)C1(O2)O)C(C)CC4CCC(C(C4)OC)OP(=O)(C)C)C)C)O)OC)C)C)C)OC. Drug 2: C1CCC(C(C1)[NH-])[NH-].C(=O)(C(=O)[O-])[O-].[Pt+4]. Cell line: T-47D. Synergy scores: CSS=28.3, Synergy_ZIP=-8.29, Synergy_Bliss=-3.68, Synergy_Loewe=-2.28, Synergy_HSA=-0.228.